From a dataset of Full USPTO retrosynthesis dataset with 1.9M reactions from patents (1976-2016). Predict the reactants needed to synthesize the given product. The reactants are: [CH2:1]([CH2:11][C:12](=[CH:14][CH2:15][CH2:16]/[C:17](=[CH:19]/[CH2:20][OH:21])/[CH3:18])[CH3:13])/[CH:2]=[C:3](/[CH2:5][CH2:6][CH:7]=[C:8]([CH3:10])[CH3:9])\[CH3:4].[CH3:22][CH2:23]/[CH:24]=[CH:25]\[CH2:26]/[CH:27]=[CH:28]\[CH2:29]/[CH:30]=[CH:31]\[CH2:32]/[CH:33]=[CH:34]\[CH2:35]/[CH:36]=[CH:37]\[CH2:38][CH2:39][CH2:40][C:41](O)=[O:42].CCCCCC. Given the product [C:41]([O:21][CH2:20]/[CH:19]=[C:17](/[CH2:16][CH2:15]/[CH:14]=[C:12](\[CH3:13])/[CH2:11][CH2:1]/[CH:2]=[C:3](/[CH2:5][CH2:6][CH:7]=[C:8]([CH3:10])[CH3:9])\[CH3:4])\[CH3:18])(=[O:42])[CH:40]=[CH:39][CH:38]=[CH:37][CH:36]=[CH:35][CH:34]=[CH:33][CH:32]=[CH:31][CH2:30][CH2:29][CH2:28][CH2:27][CH2:26][CH2:25][CH2:24][CH2:23][CH3:22], predict the reactants needed to synthesize it.